From a dataset of Catalyst prediction with 721,799 reactions and 888 catalyst types from USPTO. Predict which catalyst facilitates the given reaction. (1) Reactant: [H-].[Al+3].[Li+].[H-].[H-].[H-].[C:7](OC)(=[O:25])[CH2:8][CH2:9][CH2:10][CH2:11][CH2:12][CH2:13][CH2:14]/[CH:15]=[CH:16]\[CH:17]=[CH:18]\[CH2:19][CH2:20][CH2:21][CH2:22][CH2:23][CH3:24]. Product: [CH2:7]([OH:25])[CH2:8][CH2:9][CH2:10][CH2:11][CH2:12][CH2:13][CH2:14][CH:15]=[CH:16][CH:17]=[CH:18][CH2:19][CH2:20][CH2:21][CH2:22][CH2:23][CH3:24]. The catalyst class is: 28. (2) Product: [NH2:12][CH:8]([OH:11])[CH2:9][CH3:10].[ClH:29].[OH:15][C:14]([CH2:16][C:17]1[CH:28]=[CH:27][C:20]([C:21]2[CH:26]=[CH:25][CH:24]=[CH:23][CH:22]=2)=[CH:19][CH:18]=1)=[O:13]. Reactant: C([C:8]([NH2:12])([OH:11])[CH2:9][CH3:10])(OC(C)(C)C)=O.[OH:13][C:14]([CH2:16][C:17]1[CH:28]=[CH:27][C:20]([C:21]2[CH:26]=[CH:25][CH:24]=[CH:23][CH:22]=2)=[CH:19][CH:18]=1)=[O:15].[ClH:29].C(OCC)(=O)C.C(OCC)C. The catalyst class is: 4. (3) Reactant: [CH3:1][CH:2]([N:4]1[CH2:10][CH2:9][CH2:8][N:7]([C:11]2[CH:16]=[CH:15][C:14]([N+:17]([O-])=O)=[C:13]([O:20][CH3:21])[CH:12]=2)[CH2:6][CH2:5]1)[CH3:3].[BH4-].[Na+]. Product: [CH3:3][CH:2]([N:4]1[CH2:10][CH2:9][CH2:8][N:7]([C:11]2[CH:16]=[CH:15][C:14]([NH2:17])=[C:13]([O:20][CH3:21])[CH:12]=2)[CH2:6][CH2:5]1)[CH3:1]. The catalyst class is: 36. (4) Reactant: [CH3:1][NH:2][C:3]([C:5]1[C:13]2[CH:12]=[C:11]3[C:14](=[CH2:23])[CH2:15][CH2:16][CH2:17][N:18]([S:19]([CH3:22])(=[O:21])=[O:20])[C:10]3=[N:9][C:8]=2[O:7][C:6]=1[C:24]1[CH:29]=[CH:28][C:27]([F:30])=[CH:26][CH:25]=1)=[O:4].CNC(C1C2C=C3C(C)=CCCN(S(C)(=O)=O)C3=NC=2OC=1C1C=CC(F)=CC=1)=[O:34].B.C1COCC1.C1COCC1.[OH-].[Na+].OO. Product: [CH3:1][NH:2][C:3]([C:5]1[C:13]2[CH:12]=[C:11]3[C:14]([OH:34])([CH3:23])[CH2:15][CH2:16][CH2:17][N:18]([S:19]([CH3:22])(=[O:21])=[O:20])[C:10]3=[N:9][C:8]=2[O:7][C:6]=1[C:24]1[CH:29]=[CH:28][C:27]([F:30])=[CH:26][CH:25]=1)=[O:4]. The catalyst class is: 25. (5) Reactant: C([O:5][C:6]([C@H:8]1[CH2:12][CH2:11][CH2:10][N:9]1[C:13](=[O:54])[CH2:14][O:15][C:16]1[CH:21]=[C:20]([O:22][CH2:23][C:24](=[O:37])[N:25]2[CH2:29][CH2:28][CH2:27][C@@H:26]2[C:30]([O:32]C(C)(C)C)=[O:31])[CH:19]=[C:18]([O:38][CH2:39][C:40]([N:42]2[CH2:46][CH2:45][CH2:44][C@@H:43]2[C:47]([O:49]C(C)(C)C)=[O:48])=[O:41])[CH:17]=1)=[O:7])(C)(C)C. Product: [C:47]([C@H:43]1[CH2:44][CH2:45][CH2:46][N:42]1[C:40](=[O:41])[CH2:39][O:38][C:18]1[CH:19]=[C:20]([CH:21]=[C:16]([O:15][CH2:14][C:13](=[O:54])[N:9]2[CH2:10][CH2:11][CH2:12][C@@H:8]2[C:6]([OH:7])=[O:5])[CH:17]=1)[O:22][CH2:23][C:24]([N:25]1[CH2:29][CH2:28][CH2:27][C@@H:26]1[C:30]([OH:32])=[O:31])=[O:37])([OH:49])=[O:48]. The catalyst class is: 55. (6) Reactant: [C:1]([O:5][C:6]([NH:8][C@H:9]([C@@H:13]([CH3:16])[CH2:14][CH3:15])[C:10]([OH:12])=O)=[O:7])([CH3:4])([CH3:3])[CH3:2].C(Cl)CCl.C1C=CC2N(O)N=NC=2C=1.CCN(C(C)C)C(C)C.[Cl:40][C:41]1[CH:46]=[CH:45][C:44]([C@@:47]2([OH:55])[CH2:52][CH2:51][NH:50][CH2:49][C:48]2([CH3:54])[CH3:53])=[CH:43][CH:42]=1. Product: [Cl:40][C:41]1[CH:46]=[CH:45][C:44]([C@@:47]2([OH:55])[CH2:52][CH2:51][N:50]([C:10](=[O:12])[C@H:9]([NH:8][C:6](=[O:7])[O:5][C:1]([CH3:2])([CH3:3])[CH3:4])[C@@H:13]([CH3:16])[CH2:14][CH3:15])[CH2:49][C:48]2([CH3:53])[CH3:54])=[CH:43][CH:42]=1. The catalyst class is: 452. (7) Reactant: [Si]([O:8][CH2:9][C:10]1[N:11]([CH3:22])[C:12]2[C:17]([CH:18]=1)=[CH:16][C:15]([C:19]#[N:20])=[C:14]([Cl:21])[CH:13]=2)(C(C)(C)C)(C)C.CCCC[N+](CCCC)(CCCC)CCCC.[F-]. Product: [Cl:21][C:14]1[CH:13]=[C:12]2[C:17]([CH:18]=[C:10]([CH:9]=[O:8])[N:11]2[CH3:22])=[CH:16][C:15]=1[C:19]#[N:20]. The catalyst class is: 725. (8) Reactant: [CH3:1][O:2][C:3]1[CH:32]=[CH:31][C:6]([CH2:7][O:8][C:9]2[CH:10]=[C:11]3[C:24](=[CH:25][CH:26]=2)[C:23]2[C:14](=[C:15]4[C:20](=[CH:21][CH:22]=2)[NH:19][C:18]([CH3:28])([CH3:27])[CH:17]=[C:16]4[CH3:29])[C:13](=[O:30])[O:12]3)=[CH:5][CH:4]=1.O1CCCC1.[H-].COCCO[Al+]OCCOC.[Na+].[H-].O.O.O.O.C(C(C(C([O-])=O)O)O)([O-])=O.[Na+].[K+]. Product: [OH:12][C:11]1[CH:10]=[C:9]([O:8][CH2:7][C:6]2[CH:5]=[CH:4][C:3]([O:2][CH3:1])=[CH:32][CH:31]=2)[CH:26]=[CH:25][C:24]=1[C:23]1[C:14]([CH2:13][OH:30])=[C:15]2[C:20](=[CH:21][CH:22]=1)[NH:19][C:18]([CH3:28])([CH3:27])[CH:17]=[C:16]2[CH3:29]. The catalyst class is: 6. (9) Reactant: CCN(C(C)C)C(C)C.FC(F)(F)C(OC(=O)C(F)(F)F)=O.[C:23]([CH2:26][C:27]1[CH:28]=[C:29]([CH:33]=[CH:34][C:35]=1[NH:36][C:37]1[C:38]2[CH2:51][CH2:50][CH2:49][C:39]=2[N:40]=[C:41]([C:43]2[S:44][C:45]([Cl:48])=[CH:46][CH:47]=2)[N:42]=1)[C:30]([OH:32])=[O:31])([OH:25])=O.O. Product: [Cl:48][C:45]1[S:44][C:43]([C:41]2[N:42]=[C:37]([N:36]3[C:35]4[C:27](=[CH:28][C:29]([C:30]([OH:32])=[O:31])=[CH:33][CH:34]=4)[CH2:26][C:23]3=[O:25])[C:38]3[CH2:51][CH2:50][CH2:49][C:39]=3[N:40]=2)=[CH:47][CH:46]=1. The catalyst class is: 12.